From a dataset of Forward reaction prediction with 1.9M reactions from USPTO patents (1976-2016). Predict the product of the given reaction. (1) The product is: [O:1]1[CH2:5][CH2:4][O:3][CH:2]1[C:6]1[CH:11]=[CH:10][C:9]([O:12][C:16]2[CH:17]=[CH:18][C:19]([C:22]([NH2:24])=[O:23])=[N:20][CH:21]=2)=[CH:8][CH:7]=1. Given the reactants [O:1]1[CH2:5][CH2:4][O:3][CH:2]1[C:6]1[CH:11]=[CH:10][C:9]([OH:12])=[CH:8][CH:7]=1.[H-].[Na+].F[C:16]1[CH:17]=[CH:18][C:19]([C:22]([NH2:24])=[O:23])=[N:20][CH:21]=1, predict the reaction product. (2) Given the reactants COCC[CH:5]1[CH2:10][NH:9][CH2:8][CH2:7][NH:6]1.Cl[C:12]1[N:17]=[C:16]([C:18]2[CH:23]=[CH:22][CH:21]=[CH:20][CH:19]=2)[N:15]=[C:14]([C:24]([NH:26][C:27]2[CH:32]=[CH:31][CH:30]=[CH:29][C:28]=2[C:33]2[S:34][C:35]3[CH:36]=[N:37][CH:38]=[CH:39][C:40]=3[N:41]=2)=[O:25])[CH:13]=1.C1[CH2:46][O:45][CH2:44][CH2:43]1, predict the reaction product. The product is: [CH3:46][O:45][CH2:44][CH2:43][N:6]1[CH2:5][CH2:10][N:9]([C:12]2[N:17]=[C:16]([C:18]3[CH:23]=[CH:22][CH:21]=[CH:20][CH:19]=3)[N:15]=[C:14]([C:24]([NH:26][C:27]3[CH:32]=[CH:31][CH:30]=[CH:29][C:28]=3[C:33]3[S:34][C:35]4[CH:36]=[N:37][CH:38]=[CH:39][C:40]=4[N:41]=3)=[O:25])[CH:13]=2)[CH2:8][CH2:7]1. (3) Given the reactants [Cl:1][C:2]1[CH:7]=[C:6]([CH2:8][OH:9])[CH:5]=[C:4]([C:10]([F:13])([F:12])[F:11])[C:3]=1[OH:14], predict the reaction product. The product is: [Cl:1][C:2]1[CH:7]=[C:6]([CH:5]=[C:4]([C:10]([F:11])([F:12])[F:13])[C:3]=1[OH:14])[CH:8]=[O:9]. (4) The product is: [C:23]1([S:22]([CH2:7][C:8]([NH:10][C:11]2[S:12][CH:13]=[C:14]([C:16]3[CH:17]=[CH:18][N:19]=[CH:20][CH:21]=3)[N:15]=2)=[O:9])(=[O:36])=[O:42])[CH:28]=[CH:27][CH:26]=[CH:25][CH:24]=1. Given the reactants C1([CH:7]([SH:22])[C:8]([NH:10][C:11]2[S:12][CH:13]=[C:14]([C:16]3[CH:21]=[CH:20][N:19]=[CH:18][CH:17]=3)[N:15]=2)=[O:9])C=CC=CC=1.[CH:23]1[CH:28]=[C:27](Cl)[CH:26]=[C:25](C(OO)=O)[CH:24]=1.C(OCC)(=[O:36])C.[Cl-].[Na+].[OH2:42], predict the reaction product. (5) Given the reactants [C:1](Cl)(=[O:5])[C:2](Cl)=[O:3].C(Cl)Cl.[Si:10]([O:27][C@H:28]([CH3:44])[C@H:29]([NH:39][CH2:40][C@@H:41]([OH:43])[CH3:42])[C:30]1[CH:35]=[C:34]([F:36])[C:33]([F:37])=[C:32]([F:38])[CH:31]=1)([C:23]([CH3:26])([CH3:25])[CH3:24])([C:17]1[CH:22]=[CH:21][CH:20]=[CH:19][CH:18]=1)[C:11]1[CH:16]=[CH:15][CH:14]=[CH:13][CH:12]=1.O, predict the reaction product. The product is: [Si:10]([O:27][C@H:28]([CH3:44])[C@H:29]([N:39]1[CH2:40][C@H:41]([CH3:42])[O:43][C:2](=[O:3])[C:1]1=[O:5])[C:30]1[CH:35]=[C:34]([F:36])[C:33]([F:37])=[C:32]([F:38])[CH:31]=1)([C:23]([CH3:25])([CH3:26])[CH3:24])([C:11]1[CH:16]=[CH:15][CH:14]=[CH:13][CH:12]=1)[C:17]1[CH:22]=[CH:21][CH:20]=[CH:19][CH:18]=1. (6) The product is: [Cl:1][C:2]1[CH:7]=[C:6]([F:8])[CH:5]=[CH:4][C:3]=1[C:9]1[CH2:18][CH2:17][C:12](=[O:13])[CH2:11][CH:10]=1. Given the reactants [Cl:1][C:2]1[CH:7]=[C:6]([F:8])[CH:5]=[CH:4][C:3]=1[C:9]1(O)[CH2:18][CH2:17][C:12]2(OCC[O:13]2)[CH2:11][CH2:10]1.OS(O)(=O)=O.O.C([O-])(O)=O.[Na+], predict the reaction product.